Dataset: Reaction yield outcomes from USPTO patents with 853,638 reactions. Task: Predict the reaction yield, written as a fraction of the theoretical maximum amount of product (1.0 means a 100% yield; for example, 0.34 means a 34% yield). (1) The yield is 0.810. The reactants are [OH:1][C:2]1[C:9]([N+:10]([O-:12])=[O:11])=[CH:8][CH:7]=[CH:6][C:3]=1[CH:4]=O.Br[CH:14](C(OC)=O)[C:15]([O:17][CH3:18])=[O:16].C(=O)([O-])[O-].[K+].[K+]. The product is [N+:10]([C:9]1[C:2]2[O:1][C:14]([C:15]([O:17][CH3:18])=[O:16])=[CH:4][C:3]=2[CH:6]=[CH:7][CH:8]=1)([O-:12])=[O:11]. The catalyst is [Br-].C([N+](CCCC)(CCCC)CCCC)CCC.C1(C)C=CC=CC=1. (2) The reactants are [F:1][C:2]1[CH:3]=[C:4]([CH:20]=[CH:21][CH:22]=1)[CH2:5][O:6][C:7]1[CH:19]=[CH:18][C:10]([CH:11]=[N:12][C@@H:13]([CH3:17])[C:14]([NH2:16])=[O:15])=[CH:9][CH:8]=1.[BH4-].[Na+]. The catalyst is CO. The product is [F:1][C:2]1[CH:3]=[C:4]([CH:20]=[CH:21][CH:22]=1)[CH2:5][O:6][C:7]1[CH:8]=[CH:9][C:10]([CH2:11][NH:12][C@@H:13]([CH3:17])[C:14]([NH2:16])=[O:15])=[CH:18][CH:19]=1. The yield is 0.892. (3) The reactants are C(O[C:6](=[O:25])[NH:7][CH2:8][CH2:9][NH:10][C:11]([NH:13][C:14]1[S:15][C:16]2[N:17]=[CH:18][N:19]=[C:20]([O:23][CH3:24])[C:21]=2[N:22]=1)=[O:12])(C)(C)C.FC(F)(F)C(O)=O.COC1C2N=C(NC(N3CCC(N)C3)=O)SC=2N=CN=1.[F:53][C:54]1[CH:62]=[CH:61][C:57](C(Cl)=O)=[CH:56][C:55]=1[C:63]([F:66])([F:65])[F:64]. The catalyst is C(Cl)Cl. The product is [F:53][C:54]1[CH:62]=[CH:61][C:57]([C:6]([NH:7][CH2:8][CH2:9][NH:10][C:11]([NH:13][C:14]2[S:15][C:16]3[N:17]=[CH:18][N:19]=[C:20]([O:23][CH3:24])[C:21]=3[N:22]=2)=[O:12])=[O:25])=[CH:56][C:55]=1[C:63]([F:64])([F:65])[F:66]. The yield is 0.118. (4) The reactants are Cl[CH2:2][C:3]([CH:5]1[CH2:10][CH2:9][N:8]([C:11]2[CH:16]=[CH:15][C:14]([Cl:17])=[C:13]([O:18][CH3:19])[CH:12]=2)[CH2:7][CH2:6]1)=[O:4].[CH3:20][C:21]1[NH:25][N:24]=[C:23]([C:26]([F:29])([F:28])[F:27])[CH:22]=1.C(=O)([O-])[O-].[K+].[K+]. The catalyst is C(#N)C. The product is [Cl:17][C:14]1[CH:15]=[CH:16][C:11]([N:8]2[CH2:9][CH2:10][CH:5]([C:3](=[O:4])[CH2:2][N:25]3[C:21]([CH3:20])=[CH:22][C:23]([C:26]([F:29])([F:28])[F:27])=[N:24]3)[CH2:6][CH2:7]2)=[CH:12][C:13]=1[O:18][CH3:19]. The yield is 0.810. (5) The reactants are [SH:1][C:2]1[O:3][C:4]2[C:9]([C:10](=[O:13])[C:11]=1[CH3:12])=[CH:8][CH:7]=[CH:6][CH:5]=2.[C:14](=O)([O-])[O-].[K+].[K+].IC.Cl. The catalyst is CC(C)=O.O. The product is [CH3:12][C:11]1[C:10](=[O:13])[C:9]2[C:4](=[CH:5][CH:6]=[CH:7][CH:8]=2)[O:3][C:2]=1[S:1][CH3:14]. The yield is 0.800. (6) No catalyst specified. The product is [Cl:21][C:22]1[CH:23]=[CH:24][C:25]([N:37]2[CH:41]=[C:40]([Cl:42])[N:39]=[N:38]2)=[C:26]([C:28]2[N:29]=[CH:30][N:31]=[C:32]([OH:35])[C:33]=2[CH3:34])[CH:27]=1. The yield is 0.360. The reactants are ClC1C=CC(N2C=C(Cl)N=N2)=C(C2N=CN=C(O)C=2)C=1.[Cl:21][C:22]1[CH:23]=[CH:24][C:25]([N:37]2[CH:41]=[C:40]([Cl:42])[N:39]=[N:38]2)=[C:26]([C:28]2[C:33]([CH3:34])=[C:32]([O:35]C)[N:31]=[CH:30][N:29]=2)[CH:27]=1.